From a dataset of Forward reaction prediction with 1.9M reactions from USPTO patents (1976-2016). Predict the product of the given reaction. (1) Given the reactants C[Si](Cl)(C)C.Br[CH2:7][C:8]([O:10][CH2:11][CH3:12])=[O:9].[CH3:13][O:14][CH2:15][C:16]1[CH:23]=[C:22]([O:24]C2CCCCO2)[CH:21]=[C:20]([B:31]2[O:35][C:34](C)(C)C(C)(C)[O:32]2)[C:17]=1C=O.Cl, predict the reaction product. The product is: [CH2:11]([O:10][C:8](=[O:9])[CH2:7][CH:34]1[O:35][B:31]([OH:32])[C:20]2[CH:21]=[C:22]([OH:24])[CH:23]=[C:16]([CH2:15][O:14][CH3:13])[C:17]1=2)[CH3:12]. (2) Given the reactants Br[CH2:2][C:3]1[NH:8][C:7]([C:9]2[S:10][CH:11]=[CH:12][N:13]=2)=[N:6][CH:5]([C:14]2[CH:19]=[CH:18][C:17]([Cl:20])=[CH:16][C:15]=2[Cl:21])[C:4]=1[C:22]([O:24][CH3:25])=[O:23].[NH:26]1[CH2:31][CH2:30][O:29][CH2:28][C@H:27]1[C:32]([OH:34])=[O:33], predict the reaction product. The product is: [Cl:21][C:15]1[CH:16]=[C:17]([Cl:20])[CH:18]=[CH:19][C:14]=1[CH:5]1[N:6]=[C:7]([C:9]2[S:10][CH:11]=[CH:12][N:13]=2)[NH:8][C:3]([CH2:2][N:26]2[CH2:31][CH2:30][O:29][CH2:28][C@H:27]2[C:32]([OH:34])=[O:33])=[C:4]1[C:22]([O:24][CH3:25])=[O:23]. (3) Given the reactants [Cl:1][C:2]1[CH:7]=[CH:6][C:5]([C:8]2[CH:13]=[CH:12][N:11]=[C:10]([NH:14][C:15](=[O:21])[O:16][C:17]([CH3:20])([CH3:19])[CH3:18])[C:9]=2[CH:22]=O)=[C:4]([F:24])[CH:3]=1.[CH3:25][NH2:26], predict the reaction product. The product is: [F-:24].[C:17]([O:16][C:15]([NH:14][C:10]1[N:11]=[CH:12][CH:13]=[C:8]2[C:9]=1[CH:22]=[N+:26]([CH3:25])[C:4]1[CH:3]=[C:2]([Cl:1])[CH:7]=[CH:6][C:5]2=1)=[O:21])([CH3:20])([CH3:19])[CH3:18]. (4) Given the reactants [NH2:1][C:2]1[CH:3]=[C:4]([CH:8]([NH:13][C:14]2[C:23]3[C:18](=[C:19]([C:24]([NH2:26])=[O:25])[CH:20]=[CH:21][CH:22]=3)[N:17]=[CH:16][N:15]=2)[CH2:9][CH2:10][O:11][CH3:12])[CH:5]=[CH:6][CH:7]=1.Cl.CN(C)CCCN=C=NCC.N1(O)C2C=CC=CC=2N=N1.[F:49][C:50]([F:62])([F:61])[O:51][C:52]1[CH:60]=[CH:59][C:55]([C:56](O)=[O:57])=[CH:54][CH:53]=1.C(N(C(C)C)C(C)C)C, predict the reaction product. The product is: [CH3:12][O:11][CH2:10][CH2:9][CH:8]([NH:13][C:14]1[C:23]2[C:18](=[C:19]([C:24]([NH2:26])=[O:25])[CH:20]=[CH:21][CH:22]=2)[N:17]=[CH:16][N:15]=1)[C:4]1[CH:5]=[CH:6][CH:7]=[C:2]([NH:1][C:56](=[O:57])[C:55]2[CH:59]=[CH:60][C:52]([O:51][C:50]([F:49])([F:61])[F:62])=[CH:53][CH:54]=2)[CH:3]=1.